This data is from Full USPTO retrosynthesis dataset with 1.9M reactions from patents (1976-2016). The task is: Predict the reactants needed to synthesize the given product. (1) Given the product [F:1][C:2]1[CH:3]=[C:4]([CH:26]=[CH:27][C:28]=1[F:29])[CH2:5][C:6]1[S:7][C:8]2[C:14]([C:15]3[CH:16]=[C:17]([CH:23]=[CH:24][CH:25]=3)[C:18]([OH:20])=[O:19])=[CH:13][CH:12]=[CH:11][C:9]=2[CH:10]=1.[NH2:62][C:60](=[O:61])[CH2:59][NH:58][C:47](=[O:49])[C:46]1[CH:50]=[CH:51][CH:52]=[C:44]([C:43]2[C:37]3[S:36][C:35]([CH2:34][C:33]4[CH:53]=[CH:54][C:55]([F:56])=[C:31]([F:30])[CH:32]=4)=[CH:39][C:38]=3[CH:40]=[CH:41][CH:42]=2)[CH:45]=1, predict the reactants needed to synthesize it. The reactants are: [F:1][C:2]1[CH:3]=[C:4]([CH:26]=[CH:27][C:28]=1[F:29])[CH2:5][C:6]1[S:7][C:8]2[C:14]([C:15]3[CH:16]=[C:17]([CH:23]=[CH:24][CH:25]=3)[C:18]([O:20]CC)=[O:19])=[CH:13][CH:12]=[CH:11][C:9]=2[CH:10]=1.[F:30][C:31]1[CH:32]=[C:33]([CH:53]=[CH:54][C:55]=1[F:56])[CH2:34][C:35]1[S:36][C:37]2[C:43]([C:44]3[CH:45]=[C:46]([CH:50]=[CH:51][CH:52]=3)[C:47]([OH:49])=O)=[CH:42][CH:41]=[CH:40][C:38]=2[CH:39]=1.Cl.[NH2:58][CH2:59][C:60]([NH2:62])=[O:61]. (2) Given the product [F:21][C:22]1[CH:27]=[CH:26][C:25]([C:16]2[NH:15][C:12]3=[N:13][CH:14]=[C:9]([NH:8][C:6](=[O:7])[O:5][C:1]([CH3:4])([CH3:3])[CH3:2])[CH:10]=[C:11]3[CH:17]=2)=[CH:24][CH:23]=1, predict the reactants needed to synthesize it. The reactants are: [C:1]([O:5][C:6]([NH:8][C:9]1[CH:10]=[C:11]2[CH:17]=[C:16](B(O)O)[NH:15][C:12]2=[N:13][CH:14]=1)=[O:7])([CH3:4])([CH3:3])[CH3:2].[F:21][C:22]1[CH:27]=[CH:26][C:25](I)=[CH:24][CH:23]=1.C(=O)([O-])[O-].[K+].[K+].